Regression. Given a target protein amino acid sequence and a drug SMILES string, predict the binding affinity score between them. We predict pIC50 (pIC50 = -log10(IC50 in M); higher means more potent). Dataset: bindingdb_ic50. From a dataset of Drug-target binding data from BindingDB using IC50 measurements. (1) The target protein sequence is MSLNAAAAADERSRKEMDRFQVERMAGQGTFGTVQLGKEKSTGMSVAIKKVIQDPRFRNRELQIMQDLAVLHHPNIVQLQSYFYTLGERDRRDIYLNVVMEYVPDTLHRCCRNYYRRQVAPPPILIKVFLFQLIRSIGCLHLPSVNVCHRDIKPHNVLVNEADGTLKLCDFGSAKKLSPSEPNVAYICSRYYRAPELIFGNQHYTTAVDIWSVGCIFAEMMLGEPIFRGDNSAGQLHEIVRVLGCPSREVLRKLNPSHTDVDLYNSKGIPWSNVFSDHSLKDAKEAYDLLSALLQYLPEERMKPYEALCHPYFDELHDPATKLPNNKDLPEDLFRFLPNEIEVMSEAQKAKLVRK. The drug is N#Cc1c(N)nc2sc(C(=O)c3ccc(Cl)cc3)c(N)c2c1-c1ccccc1I. The pIC50 is 4.0. (2) The compound is N#C/C(=C\C1CCN(c2ncnc3[nH]cnc23)CC1)C(N)=O. The target protein sequence is MPSRAEDYEVLYTIGTGSYGRAQKIRRKSDGKILVWKELDYGSMTEAEKQMLVSEVNLLRELKHPNIVRYYDRIIDRTNTTLYIVMEYCEGGDLASVITKGTKERQYLDEEFVLRVMTQLTLALKECHRRSDGGHTVLHRDLKPANVFLDGKQNVKLGDFGLARILNHDTSFAKAFVGTPYYMSPEQMNRMSYNEKSDIWSLGCLLYELCALMPPFTAFSQKELAGKIREGKFRRIPYRYSDELNEIITRMLNLKDYHRPSVEEILENPLIADLVADEQRRNLERRGRQLGEPEKSQDSSPVLSELKLKEIQLQERERALKAREERLEQKEQELCVRERLAEDKLARAENLLKNYSLLKERKFLSLASNPELLNLPSSVIKKKVHFSGESKENIMRSENSESQLTSKSKCKDLKKRLHAAQLRAQALSDIEKNYQLKSRQILGMR. The pIC50 is 5.0. (3) The drug is CCC(C)[C@H](NC(=O)[C@H](CCC(N)=O)NC(=O)C1CCCN1C(=O)CCCCCCCCCCCCCCC(=O)N[C@H](CO)C(=O)N[C@@H](C(=O)N[C@@H](C(=O)N[C@@H](CC(N)O)C(=O)N[C@@H](Cc1ccccc1)C(=O)O)C(C)C)C(C)O)C(=O)N[C@H](C(=O)N[C@@H](CC(C)C)C(=O)NC(Cc1c[nH]c2ccccc12)C(=O)O)C(C)O. The target protein (P10210) has sequence MAADAPGDRMEEPLPDRAVPIYVAGFLALYDSGDSGELALDPDTVRAALPPDNPLPINVDHRAGCEVGRVLAVVDDPRGPFFVGLIACVQLERVLETAASAAIFERRGPPLSREERLLYLITNYLPSVSLATKRLGGEAHPDRTLFAHVALCAIGRRLGTIVTYDTGLDAAIAPFRHLSPASREGARRLAAEAELALSGRTWAPGVEALTHTLLSTAVNNMMLRDRWSLVAERRRQAGIAGHTYLQASEKFKMWGAEPVSAPARGYKNGAPESTDIPPGSIAAAPQGDRCPIVRQRGVALSPVLPPMNPVPTSGTPAPAPPGDGSYLWIPASHYNQLVAGHAAPQPQPHSAFGFPAAAGSVAYGPHGAGLSQHYPPHVAHQYPGVLFSGPSPLEAQIAALVGAIAADRQAGGQPAAGDPGVRGSGKRRRYEAGPSESYCDQDEPDADYPYYPGEARGAPRGVDSRRAARHSPGTNETITALMGAVTSLQQELAHMRARTS.... The pIC50 is 6.5. (4) The compound is O=C(CCCC[C@@H]1SC[C@@H]2NC(=O)N[C@H]12)NCCOCCOCCOCCn1cc(COc2ccc(N3CCN(C(=O)c4cc5c(s4)-c4ccccc4S(=O)(=O)C5)CC3)cc2)nn1. The target protein (O00764) has sequence MEEECRVLSIQSHVIRGYVGNRAATFPLQVLGFEIDAVNSVQFSNHTGYAHWKGQVLNSDELQELYEGLRLNNMNKYDYVLTGYTRDKSFLAMVVDIVQELKQQNPRLVYVCDPVLGDKWDGEGSMYVPEDLLPVYKEKVVPLADIITPNQFEAELLSGRKIHSQEEALRVMDMLHSMGPDTVVITSSDLPSPQGSNYLIVLGSQRRRNPAGSVVMERIRMDIRKVDAVFVGTGDLFAAMLLAWTHKHPNNLKVACEKTVSTLHHVLQRTIQCAKAQAGEGVRPSPMQLELRMVQSKRDIEDPEIVVQATVL. The pIC50 is 5.0. (5) The small molecule is O=C(c1ccc(F)c(F)c1)N1CCN2C(=O)c3ccccc3[C@@]12c1ccc(NC2CCC2)cc1. The target protein (P08912) has sequence MEGDSYHNATTVNGTPVNHQPLERHRLWEVITIAAVTAVVSLITIVGNVLVMISFKVNSQLKTVNNYYLLSLACADLIIGIFSMNLYTTYILMGRWALGSLACDLWLALDYVASNASVMNLLVISFDRYFSITRPLTYRAKRTPKRAGIMIGLAWLISFILWAPAILCWQYLVGKRTVPLDECQIQFLSEPTITFGTAIAAFYIPVSVMTILYCRIYRETEKRTKDLADLQGSDSVTKAEKRKPAHRALFRSCLRCPRPTLAQRERNQASWSSSRRSTSTTGKPSQATGPSANWAKAEQLTTCSSYPSSEDEDKPATDPVLQVVYKSQGKESPGEEFSAEETEETFVKAETEKSDYDTPNYLLSPAAAHRPKSQKCVAYKFRLVVKADGNQETNNGCHKVKIMPCPFPVAKEPSTKGLNPNPSHQMTKRKRVVLVKERKAAQTLSAILLAFIITWTPYNIMVLVSTFCDKCVPVTLWHLGYWLCYVNSTVNPICYALCNR.... The pIC50 is 5.2. (6) The small molecule is CCOc1ccc(/C=C/C(=O)/C=C/c2ccc(OCC)cc2)cc1. The pIC50 is 7.2. The target protein (O54939) has sequence MEQFLLSVGLLVCLVCLVKCVRFSRYLFLSFCKALPGSFLRSMGQWAVITGAGDGIGKAYSFELARHGLNVVLISRTLEKLQVISEEIERTTGSRVKVVQADFTREDIYDHIEEQLKGLEIGVLVNNVGMLPNLLPSHFLSTSGESQSVIHCNITSVVKMTQLVLKHMESRRRGLILNISSGVGVRPWPLYSLYSASKAFVCTFSKALNVEYRDKGIIIQVLTPYSVSTPMTKYLNTSRVTKTADEFVKESLKYVTIGAETCGCLAHEILAIILNLIPSRIFYSSTTQRFLLKQFSDYLKSNISNR. (7) The compound is NC(=NC1CCCCC1)c1ccc(Cl)cc1. The target protein (Q9QUQ5) has sequence MAQFYYKRNVNAPYRDRIPLRIVRAESELSPSEKAYLNAVEKGDYASVKKSLEEAEIYFKININCIDPLGRTALLIAIENENLELIELLLSFNVYVGDALLHAIRKEVVGAVELLLNHKKPSGEKQVPPILLDKQFSEFTPDITPIILAAHTNNYEIIKLLVQKGVSVPRPHEVRCNCVECVSSSDVDSLRHSRSRLNIYKALASPSLIALSSEDPFLTAFQLSWELQELSKVENEFKSEYEELSRQCKQFAKDLLDQTRSSRELEIILNYRDDNSLIEEQSGNDLARLKLAIKYRQKEFVAQPNCQQLLASRWYDEFPGWRRRHWAVKMVTCFIIGLLFPVFSVCYLIAPKSPLGLFIRKPFIKFICHTASYLTFLFLLLLASQHIDRSDLNRQGPPPTIVEWMILPWVLGFIWGEIKQMWDGGLQDYIHDWWNLMDFVMNSLYLATISLKIVAFVKYSALNPRESWDMWHPTLVAEALFAIANIFSSLRLISLFTANS.... The pIC50 is 5.3.